From a dataset of Catalyst prediction with 721,799 reactions and 888 catalyst types from USPTO. Predict which catalyst facilitates the given reaction. (1) Reactant: [CH2:1]([N:3]([CH:29]1[CH2:34][CH2:33][O:32][CH2:31][CH2:30]1)[C:4]1[C:9]2[CH2:10][CH:11]=[CH:12][CH2:13][CH2:14][CH2:15][C:16]3[CH:25]=[C:24]([CH3:26])[CH:23]=[C:22]([O:27]C)[C:17]=3[CH2:18][NH:19][C:20](=[O:21])[C:8]=2[CH:7]=[N:6][CH:5]=1)[CH3:2].FC(F)(F)C([O-])=O.Cl. Product: [CH2:1]([N:3]([CH:29]1[CH2:30][CH2:31][O:32][CH2:33][CH2:34]1)[C:4]1[C:9]2[CH2:10][CH:11]=[CH:12][CH2:13][CH2:14][CH2:15][C:16]3[CH:25]=[C:24]([CH3:26])[CH2:23][C:22](=[O:27])[C:17]=3[CH2:18][NH:19][C:20](=[O:21])[C:8]=2[CH:7]=[N:6][CH:5]=1)[CH3:2]. The catalyst class is: 169. (2) Reactant: [CH3:1][C:2]1[N:6]([C:7]2[CH:12]=[CH:11][CH:10]=[C:9]([O:13][C:14]([F:17])([F:16])[F:15])[CH:8]=2)[N:5]=[C:4]([C:18]2[CH:23]=[CH:22][N:21]=[CH:20][CH:19]=2)[C:3]=1[C:24]([OH:26])=O.CCN(C(C)C)C(C)C.CN(C(ON1N=NC2C=CC=NC1=2)=[N+](C)C)C.F[P-](F)(F)(F)(F)F.[N:60]1([CH:65]2[CH2:70][CH2:69][NH:68][CH2:67][CH2:66]2)[CH2:64][CH2:63][CH2:62][CH2:61]1. Product: [CH3:1][C:2]1[N:6]([C:7]2[CH:12]=[CH:11][CH:10]=[C:9]([O:13][C:14]([F:16])([F:15])[F:17])[CH:8]=2)[N:5]=[C:4]([C:18]2[CH:23]=[CH:22][N:21]=[CH:20][CH:19]=2)[C:3]=1[C:24]([N:68]1[CH2:69][CH2:70][CH:65]([N:60]2[CH2:64][CH2:63][CH2:62][CH2:61]2)[CH2:66][CH2:67]1)=[O:26]. The catalyst class is: 31.